Task: Predict the reactants needed to synthesize the given product.. Dataset: Full USPTO retrosynthesis dataset with 1.9M reactions from patents (1976-2016) (1) The reactants are: [CH3:1][C:2]1[C:3]2[N:4]([C:18]([C:21](O)=[O:22])=[CH:19][N:20]=2)[CH:5]=[C:6]([C:8]2[CH:13]=[CH:12][C:11]([C:14]([F:17])([F:16])[F:15])=[CH:10][CH:9]=2)[CH:7]=1.[NH2:24][C:25]1[N:30]=[CH:29][C:28]([C:31]([NH:33]O)=[NH:32])=[CH:27][N:26]=1. Given the product [CH3:1][C:2]1[C:3]2[N:4]([C:18]([C:21]3[O:22][N:33]=[C:31]([C:28]4[CH:27]=[N:26][C:25]([NH2:24])=[N:30][CH:29]=4)[N:32]=3)=[CH:19][N:20]=2)[CH:5]=[C:6]([C:8]2[CH:13]=[CH:12][C:11]([C:14]([F:17])([F:16])[F:15])=[CH:10][CH:9]=2)[CH:7]=1, predict the reactants needed to synthesize it. (2) Given the product [Cl:19][C:20]1[CH:29]=[CH:28][C:23]([C:24]([NH:26][NH:27][C:13](=[O:15])[C@H:12]([NH:11][C:3]2[CH:4]=[CH:5][C:6]([C:9]#[N:10])=[C:7]([Cl:8])[C:2]=2[Cl:1])[C@@H:16]([OH:18])[CH3:17])=[O:25])=[CH:22][CH:21]=1, predict the reactants needed to synthesize it. The reactants are: [Cl:1][C:2]1[C:7]([Cl:8])=[C:6]([C:9]#[N:10])[CH:5]=[CH:4][C:3]=1[NH:11][C@H:12]([C@@H:16]([OH:18])[CH3:17])[C:13]([OH:15])=O.[Cl:19][C:20]1[CH:29]=[CH:28][C:23]([C:24]([NH:26][NH2:27])=[O:25])=[CH:22][CH:21]=1.ClC1C(CC)=C(N[C@H]([C@@H](O)C)C(NNC(=O)C2C=CC=CC=2)=O)C=CC=1C#N. (3) Given the product [OH:4][C:5]1[CH:13]=[CH:12][C:8]2[O:9][CH2:10][O:11][C:7]=2[C:6]=1[CH:14]=[O:15], predict the reactants needed to synthesize it. The reactants are: COC[O:4][C:5]1[CH:13]=[CH:12][C:8]2[O:9][CH2:10][O:11][C:7]=2[C:6]=1[CH:14]=[O:15].FC(F)(F)C(O)=O. (4) The reactants are: [NH4+:1].[C:2]([O-:10])(=O)[C:3]1[CH:8]=[CH:7][CH:6]=[N:5][CH:4]=1. Given the product [C:2]([NH2:1])(=[O:10])[C:3]1[CH:8]=[CH:7][CH:6]=[N:5][CH:4]=1, predict the reactants needed to synthesize it. (5) Given the product [CH2:1]=[CH2:2].[C:1]([O:8][CH2:9][CH3:10])(=[O:7])[CH2:2][CH2:3][C:4]([CH3:6])=[O:5], predict the reactants needed to synthesize it. The reactants are: [C:1]([O:8][CH2:9][CH3:10])(=[O:7])[CH2:2][CH2:3][C:4]([CH3:6])=[O:5]. (6) Given the product [Cl:2][C:3]1[CH:4]=[CH:5][C:6]([CH:7]([NH:14][C:17]([CH2:18][NH:19][C:20](=[O:21])[C:22]2[CH:27]=[CH:26][CH:25]=[CH:24][CH:23]=2)=[O:28])[C:8]2[CH:13]=[CH:12][CH:11]=[CH:10][CH:9]=2)=[CH:15][CH:16]=1, predict the reactants needed to synthesize it. The reactants are: Cl.[Cl:2][C:3]1[CH:16]=[CH:15][C:6]([CH:7]([NH2:14])[C:8]2[CH:13]=[CH:12][CH:11]=[CH:10][CH:9]=2)=[CH:5][CH:4]=1.[C:17](O)(=[O:28])[CH2:18][NH:19][C:20]([C:22]1[CH:27]=[CH:26][CH:25]=[CH:24][CH:23]=1)=[O:21]. (7) Given the product [CH3:25][C:11]1([O:14][C:15]2[CH:20]=[CH:19][CH:18]=[CH:17][C:16]=2[C:21]([F:24])([F:22])[F:23])[CH2:10][CH2:9][NH:8][CH2:13][CH2:12]1, predict the reactants needed to synthesize it. The reactants are: C(OC([N:8]1[CH2:13][CH2:12][C:11]([CH3:25])([O:14][C:15]2[CH:20]=[CH:19][CH:18]=[CH:17][C:16]=2[C:21]([F:24])([F:23])[F:22])[CH2:10][CH2:9]1)=O)(C)(C)C.FC(F)(F)C(O)=O. (8) Given the product [CH3:1][O:2][C:3]1[C:11]([N+:12]([O-:14])=[O:13])=[CH:10][C:6]([C:7]([O:9][CH3:20])=[O:8])=[C:5]([CH3:15])[CH:4]=1, predict the reactants needed to synthesize it. The reactants are: [CH3:1][O:2][C:3]1[C:11]([N+:12]([O-:14])=[O:13])=[CH:10][C:6]([C:7]([OH:9])=[O:8])=[C:5]([CH3:15])[CH:4]=1.S(Cl)(Cl)=O.[CH3:20]O.